From a dataset of Full USPTO retrosynthesis dataset with 1.9M reactions from patents (1976-2016). Predict the reactants needed to synthesize the given product. (1) Given the product [NH2:15][C:14]1[O:22][C:21]([C:20]2[C:19]([F:18])=[CH:27][CH:26]=[CH:25][C:24]=2[F:28])=[N:12][C:13]=1[C:16]#[N:17], predict the reactants needed to synthesize it. The reactants are: C1(C)C=CC(S(O)(=O)=O)=CC=1.[NH2:12][CH:13]([C:16]#[N:17])[C:14]#[N:15].[F:18][C:19]1[CH:27]=[CH:26][CH:25]=[C:24]([F:28])[C:20]=1[C:21](Cl)=[O:22]. (2) Given the product [Cl:10][C:7]1[CH:8]=[CH:9][C:4]([C:3]([O:2][CH3:1])=[O:12])=[C:5]([O:17][CH3:16])[N:6]=1, predict the reactants needed to synthesize it. The reactants are: [CH3:1][O:2][C:3](=[O:12])[C:4]1[CH:9]=[CH:8][C:7]([Cl:10])=[N:6][C:5]=1Cl.C[O-].[Na+].[C:16](=O)(O)[O-:17].[Na+].O. (3) Given the product [Cl:26][C:15]1[CH:16]=[C:17]2[C:12](=[CH:13][CH:14]=1)[N:11]([CH2:19][CH3:20])[C:10](=[O:24])[C:9]2([OH:25])[CH2:8][C:3]1[CH:2]=[CH:7][CH:6]=[CH:5][N:4]=1, predict the reactants needed to synthesize it. The reactants are: Br[C:2]1[C:3]([CH2:8][C:9]2([OH:25])[C:17]3[C:12](=[CH:13][CH:14]=[C:15](C)[CH:16]=3)[N:11]([CH2:19][CH2:20]C(C)C)[C:10]2=[O:24])=[N:4][CH:5]=[CH:6][CH:7]=1.[Cl:26]C1C=C2C(=CC=1)N(CC)C(=O)C2=O.CC1C=CC=CN=1.